Dataset: Full USPTO retrosynthesis dataset with 1.9M reactions from patents (1976-2016). Task: Predict the reactants needed to synthesize the given product. Given the product [C:2]1([S:16]([OH:19])(=[O:18])=[O:17])[C:11]2[CH:10]=[CH:9][CH:8]=[C:7]([S:12]([OH:15])(=[O:14])=[O:13])[C:6]=2[CH:5]=[CH:4][CH:3]=1.[Cl:20][C:21]1[CH:26]=[CH:25][CH:24]=[CH:23][C:22]=1[C@H:27]([N:32]1[CH2:37][CH2:36][C:35]2[S:38][CH:39]=[CH:40][C:34]=2[CH2:33]1)[C:28]([O:30][CH3:31])=[O:29], predict the reactants needed to synthesize it. The reactants are: O.[C:2]1([S:16]([OH:19])(=[O:18])=[O:17])[C:11]2[CH:10]=[CH:9][CH:8]=[C:7]([S:12]([OH:15])(=[O:14])=[O:13])[C:6]=2[CH:5]=[CH:4][CH:3]=1.[Cl:20][C:21]1[CH:26]=[CH:25][CH:24]=[CH:23][C:22]=1[C@H:27]([N:32]1[CH2:37][CH2:36][C:35]2[S:38][CH:39]=[CH:40][C:34]=2[CH2:33]1)[C:28]([O:30][CH3:31])=[O:29].